This data is from Forward reaction prediction with 1.9M reactions from USPTO patents (1976-2016). The task is: Predict the product of the given reaction. (1) Given the reactants C(OC(=O)[NH:7][CH:8]1[CH2:13][CH2:12][N:11]([CH2:14][CH2:15][C:16]2[CH:21]=[CH:20][C:19]([O:22][C:23]3[S:24][C:25]4[CH:31]=[CH:30][CH:29]=[CH:28][C:26]=4[N:27]=3)=[CH:18][CH:17]=2)[CH2:10][CH2:9]1)(C)(C)C.C(N(CC)CC)C.[CH3:40][S:41]([Cl:44])(=[O:43])=[O:42], predict the reaction product. The product is: [ClH:44].[S:24]1[C:25]2[CH:31]=[CH:30][CH:29]=[CH:28][C:26]=2[N:27]=[C:23]1[O:22][C:19]1[CH:18]=[CH:17][C:16]([CH2:15][CH2:14][N:11]2[CH2:10][CH2:9][CH:8]([NH2:7])[CH2:13][CH2:12]2)=[CH:21][CH:20]=1.[S:24]1[C:25]2[CH:31]=[CH:30][CH:29]=[CH:28][C:26]=2[N:27]=[C:23]1[O:22][C:19]1[CH:20]=[CH:21][C:16]([CH2:15][CH2:14][N:11]2[CH2:12][CH2:13][CH:8]([NH:7][S:41]([CH3:40])(=[O:43])=[O:42])[CH2:9][CH2:10]2)=[CH:17][CH:18]=1. (2) Given the reactants Br[C:2]1[C:3]([NH:10][C@H:11]2[CH2:16][CH2:15][C@H:14]([OH:17])[CH2:13][CH2:12]2)=[N:4][C:5]([S:8][CH3:9])=[N:6][CH:7]=1.C(=O)([O-])[O-].[K+].[K+].CCO[C:27]([CH3:29])=O, predict the reaction product. The product is: [CH3:9][S:8][C:5]1[N:4]=[C:3]([NH:10][C@H:11]2[CH2:16][CH2:15][C@H:14]([OH:17])[CH2:13][CH2:12]2)[C:2]([C:29]2[CH:27]=[CH:7][CH:2]=[CH:3][N:4]=2)=[CH:7][N:6]=1. (3) Given the reactants [NH2:1][C:2]1[N:7]=[C:6]([C:8]2[CH:13]=[CH:12][CH:11]=[CH:10][CH:9]=2)[C:5]([C:14]2[CH:15]=[CH:16][C:17](=[O:23])[N:18]([CH:20]([CH3:22])[CH3:21])[N:19]=2)=[CH:4][N:3]=1.[C:24](Cl)(=[O:29])[C:25]([CH3:28])([CH3:27])[CH3:26].C(N(C(C)C)CC)(C)C.O, predict the reaction product. The product is: [CH:20]([N:18]1[C:17](=[O:23])[CH:16]=[CH:15][C:14]([C:5]2[C:6]([C:8]3[CH:9]=[CH:10][CH:11]=[CH:12][CH:13]=3)=[N:7][C:2]([NH:1][C:24](=[O:29])[C:25]([CH3:28])([CH3:27])[CH3:26])=[N:3][CH:4]=2)=[N:19]1)([CH3:21])[CH3:22]. (4) Given the reactants NC1N(C(OC(C)(C)C)=O)N=C(C2C=CC(O)=CC=2)C=1C#N.[CH3:23][N:24]([CH3:28])[CH2:25][CH2:26][OH:27].[CH2:29]([O:36][C:37]1[CH:42]=[CH:41][C:40](O)=[CH:39][CH:38]=1)[C:30]1[CH:35]=[CH:34][CH:33]=[CH:32][CH:31]=1, predict the reaction product. The product is: [CH2:29]([O:36][C:37]1[CH:42]=[CH:41][C:40]([O:27][CH2:26][CH2:25][N:24]([CH3:28])[CH3:23])=[CH:39][CH:38]=1)[C:30]1[CH:35]=[CH:34][CH:33]=[CH:32][CH:31]=1. (5) Given the reactants [O:1]1[CH2:6][CH2:5][O:4][C:3]2[CH:7]=[C:8]([N:11]3[C:20]4[C:15](=[CH:16][CH:17]=[CH:18][N:19]=4)[CH:14]=[C:13]([C:21]([O:23]CC)=[O:22])[C:12]3=[O:26])[CH:9]=[CH:10][C:2]1=2.O.[OH-].[Li+].O, predict the reaction product. The product is: [O:1]1[CH2:6][CH2:5][O:4][C:3]2[CH:7]=[C:8]([N:11]3[C:20]4[C:15](=[CH:16][CH:17]=[CH:18][N:19]=4)[CH:14]=[C:13]([C:21]([OH:23])=[O:22])[C:12]3=[O:26])[CH:9]=[CH:10][C:2]1=2. (6) Given the reactants CS(O[CH2:6][CH2:7][CH2:8][N:9]1[C:13]2[CH:14]=[CH:15][C:16]([CH:18]=[O:19])=[CH:17][C:12]=2[S:11][C:10]1=[O:20])(=O)=O.[OH:21][C:22]([C:39]1[S:40][CH:41]=[CH:42][CH:43]=1)([C:34]1[S:35][CH:36]=[CH:37][CH:38]=1)[C:23]([O:25][C@H:26]1[CH2:31][CH2:30][C@H:29]([NH:32][CH3:33])[CH2:28][CH2:27]1)=[O:24].[I-].[Na+].CCN(C(C)C)C(C)C, predict the reaction product. The product is: [OH:21][C:22]([C:34]1[S:35][CH:36]=[CH:37][CH:38]=1)([C:39]1[S:40][CH:41]=[CH:42][CH:43]=1)[C:23]([O:25][C@H:26]1[CH2:27][CH2:28][C@H:29]([N:32]([CH2:6][CH2:7][CH2:8][N:9]2[C:13]3[CH:14]=[CH:15][C:16]([CH:18]=[O:19])=[CH:17][C:12]=3[S:11][C:10]2=[O:20])[CH3:33])[CH2:30][CH2:31]1)=[O:24].